Dataset: CYP2C9 inhibition data for predicting drug metabolism from PubChem BioAssay. Task: Regression/Classification. Given a drug SMILES string, predict its absorption, distribution, metabolism, or excretion properties. Task type varies by dataset: regression for continuous measurements (e.g., permeability, clearance, half-life) or binary classification for categorical outcomes (e.g., BBB penetration, CYP inhibition). Dataset: cyp2c9_veith. (1) The compound is NS(=O)(=O)c1cc2c(cc1Cl)N[C@@H]([C@@H]1C[C@@H]3C=C[C@H]1C3)NS2(=O)=O. The result is 0 (non-inhibitor). (2) The molecule is COc1cc(C=O)ccc1OCCOCCOc1ccccc1Cl. The result is 1 (inhibitor). (3) The drug is CCCSc1nnc2n(N)c(=O)c3ccccc3n12. The result is 0 (non-inhibitor).